This data is from Drug-induced liver injury (DILI) classification data. The task is: Regression/Classification. Given a drug SMILES string, predict its toxicity properties. Task type varies by dataset: regression for continuous values (e.g., LD50, hERG inhibition percentage) or binary classification for toxic/non-toxic outcomes (e.g., AMES mutagenicity, cardiotoxicity, hepatotoxicity). Dataset: dili. The drug is COc1ccc(CN(CCN(C)C)c2ccccn2)cc1. The result is 0 (no liver injury).